Dataset: Full USPTO retrosynthesis dataset with 1.9M reactions from patents (1976-2016). Task: Predict the reactants needed to synthesize the given product. (1) Given the product [Cl:20][CH2:21][P:22]([CH2:24][Cl:25])(=[O:23])[NH:12][CH2:11][CH2:10][CH2:9][S:8][S:7][C:2]1[CH:3]=[CH:4][CH:5]=[CH:6][N:1]=1, predict the reactants needed to synthesize it. The reactants are: [N:1]1[CH:6]=[CH:5][CH:4]=[CH:3][C:2]=1[S:7][S:8][CH2:9][CH2:10][CH2:11][NH2:12].CCN(CC)CC.[Cl:20][CH2:21][P:22](Cl)([CH2:24][Cl:25])=[O:23]. (2) Given the product [Cl:17][C:18]1[CH:23]=[CH:22][CH:21]=[CH:20][C:19]=1[CH2:24][CH2:25][N:26]([CH2:34][CH2:35][S:36][CH2:37][CH2:38][CH2:39][NH:2][CH2:3][C@H:4]([OH:5])[C:6]1[C:14]2[S:13][C:12](=[O:15])[NH:11][C:10]=2[C:9]([OH:16])=[CH:8][CH:7]=1)[C:27](=[O:33])[O:28][C:29]([CH3:30])([CH3:31])[CH3:32], predict the reactants needed to synthesize it. The reactants are: Cl.[NH2:2][CH2:3][C@@H:4]([C:6]1[C:14]2[S:13][C:12](=[O:15])[NH:11][C:10]=2[C:9]([OH:16])=[CH:8][CH:7]=1)[OH:5].[Cl:17][C:18]1[CH:23]=[CH:22][CH:21]=[CH:20][C:19]=1[CH2:24][CH2:25][N:26]([CH2:34][CH2:35][S:36][CH2:37][CH2:38][CH:39]=O)[C:27](=[O:33])[O:28][C:29]([CH3:32])([CH3:31])[CH3:30]. (3) Given the product [CH:1]([CH:3]1[C:12]2[C:7](=[C:8]([C:13]#[N:14])[CH:9]=[CH:10][CH:11]=2)[CH2:6][O:5][CH2:4]1)=[O:15], predict the reactants needed to synthesize it. The reactants are: [CH:1]([CH:3]1[C:12]2[C:7](=[C:8]([C:13]#[N:14])[CH:9]=[CH:10][CH:11]=2)[CH2:6][O:5][CH2:4]1)=C.[O:15]=[O+][O-].S(C)C. (4) Given the product [CH3:10][O:9][C:7]1[CH:8]=[C:3]([O:2][CH3:1])[N:4]=[C:5]([O:11][CH2:12][CH2:13][N:14]2[CH:18]=[C:17]([NH2:19])[CH:16]=[N:15]2)[N:6]=1, predict the reactants needed to synthesize it. The reactants are: [CH3:1][O:2][C:3]1[CH:8]=[C:7]([O:9][CH3:10])[N:6]=[C:5]([O:11][CH2:12][CH2:13][N:14]2[CH:18]=[C:17]([N+:19]([O-])=O)[CH:16]=[N:15]2)[N:4]=1.